From a dataset of Catalyst prediction with 721,799 reactions and 888 catalyst types from USPTO. Predict which catalyst facilitates the given reaction. (1) Reactant: [Br:1][C:2]1[CH:6]=[C:5]([CH3:7])[NH:4][N:3]=1.[H-].[Na+].F[C:11]1[CH:16]=[CH:15][N:14]=[C:13]([C:17]([F:20])([F:19])[F:18])[CH:12]=1. Product: [Br:1][C:2]1[CH:6]=[C:5]([CH3:7])[N:4]([C:11]2[CH:16]=[CH:15][N:14]=[C:13]([C:17]([F:20])([F:19])[F:18])[CH:12]=2)[N:3]=1. The catalyst class is: 16. (2) Product: [ClH:20].[ClH:20].[NH2:12][CH2:11][CH2:10][NH:9][C:6]1[CH:5]=[CH:4][C:3]([C:1]#[N:2])=[CH:8][N:7]=1. The catalyst class is: 12. Reactant: [C:1]([C:3]1[CH:4]=[CH:5][C:6]([NH:9][CH2:10][CH2:11][NH:12]C(=O)OC(C)(C)C)=[N:7][CH:8]=1)#[N:2].[ClH:20].